From a dataset of Reaction yield outcomes from USPTO patents with 853,638 reactions. Predict the reaction yield, written as a fraction of the theoretical maximum amount of product (1.0 means a 100% yield; for example, 0.34 means a 34% yield). (1) The reactants are [CH3:1][O:2][C:3]([C@@:5]1([NH:10][C:11]([O:13][C:14]([CH3:17])([CH3:16])[CH3:15])=[O:12])[CH2:7][C@H:6]1[CH:8]=[CH2:9])=[O:4]. The yield is 0.610. The catalyst is CCOC(C)=O.[Rh]. The product is [CH3:1][O:2][C:3]([C@@:5]1([NH:10][C:11]([O:13][C:14]([CH3:15])([CH3:17])[CH3:16])=[O:12])[CH2:7][C@H:6]1[CH2:8][CH3:9])=[O:4]. (2) The reactants are [O:1]=[C:2]1[NH:7][C:6]2[CH:8]=[C:9]([CH2:12][N:13]3[CH2:18][CH2:17][N:16]([C:19]4[CH:27]=[CH:26][C:22]([C:23](O)=[O:24])=[CH:21][CH:20]=4)[CH2:15][CH2:14]3)[CH:10]=[N:11][C:5]=2[N:4]2[CH2:28][CH2:29][CH2:30][C@@H:3]12.Cl.[CH3:32][NH:33][CH3:34].CN(C(ON1N=NC2C=CC=NC1=2)=[N+](C)C)C.F[P-](F)(F)(F)(F)F.CN1CCOCC1. The catalyst is CN(C=O)C. The product is [CH3:32][N:33]([CH3:34])[C:23](=[O:24])[C:22]1[CH:26]=[CH:27][C:19]([N:16]2[CH2:15][CH2:14][N:13]([CH2:12][C:9]3[CH:10]=[N:11][C:5]4[N:4]5[CH2:28][CH2:29][CH2:30][C@H:3]5[C:2](=[O:1])[NH:7][C:6]=4[CH:8]=3)[CH2:18][CH2:17]2)=[CH:20][CH:21]=1. The yield is 0.190. (3) The reactants are Br[C:2]1[CH2:7][CH2:6][CH2:5][C:4](=[O:8])[CH:3]=1.[C:9]1(B(O)O)[CH:14]=[CH:13][CH:12]=[CH:11][CH:10]=1.C([O-])([O-])=O.[K+].[K+]. The catalyst is [Pd].C(O)C. The product is [C:9]1([C:2]2[CH2:7][CH2:6][CH2:5][C:4](=[O:8])[CH:3]=2)[CH:14]=[CH:13][CH:12]=[CH:11][CH:10]=1. The yield is 0.750. (4) The reactants are Cl[C:2]1[CH:7]=[CH:6][N:5]=[C:4]2[N:8]([CH2:24][O:25][CH2:26][CH2:27][Si:28]([CH3:31])([CH3:30])[CH3:29])[N:9]=[C:10]([C:11]3[CH2:12][CH2:13][N:14]([C:17]([O:19][C:20]([CH3:23])([CH3:22])[CH3:21])=[O:18])[CH2:15][CH:16]=3)[C:3]=12.[CH3:32][OH:33]. No catalyst specified. The product is [CH3:32][O:33][C:2]1[CH:7]=[CH:6][N:5]=[C:4]2[N:8]([CH2:24][O:25][CH2:26][CH2:27][Si:28]([CH3:31])([CH3:30])[CH3:29])[N:9]=[C:10]([C:11]3[CH2:12][CH2:13][N:14]([C:17]([O:19][C:20]([CH3:23])([CH3:22])[CH3:21])=[O:18])[CH2:15][CH:16]=3)[C:3]=12. The yield is 0.850. (5) The reactants are [CH3:1][C:2]1[N:7]=[C:6]([NH:8][C:9]([C:11]23[CH2:18][C:15]([NH:19]C(=O)OCC4C=CC=CC=4)([CH2:16][CH2:17]2)[CH2:14][CH2:13][CH2:12]3)=[O:10])[CH:5]=[CH:4][N:3]=1. The catalyst is Br.CC(O)=O. The product is [NH2:19][C:15]12[CH2:18][C:11]([C:9]([NH:8][C:6]3[CH:5]=[CH:4][N:3]=[C:2]([CH3:1])[N:7]=3)=[O:10])([CH2:17][CH2:16]1)[CH2:12][CH2:13][CH2:14]2. The yield is 0.660.